From a dataset of Catalyst prediction with 721,799 reactions and 888 catalyst types from USPTO. Predict which catalyst facilitates the given reaction. (1) Reactant: [NH2:1][C:2]1[C:3]2[CH:12]=[CH:11][N:10]([C:13]3[C:18]([CH3:19])=[CH:17][C:16]([CH3:20])=[CH:15][C:14]=3[CH3:21])[C:4]=2[C:5](=[O:9])[N:6](C)[N:7]=1.[H-].[Na+].Br[CH:25]([CH2:28][CH3:29])[CH2:26][CH3:27]. The catalyst class is: 18. Product: [C:14]1([CH3:21])[CH:15]=[C:16]([CH3:20])[CH:17]=[C:18]([CH3:19])[C:13]=1[N:10]1[C:4]2[C:5](=[O:9])[NH:6][N:7]=[C:2]([NH:1][CH:25]([CH2:28][CH3:29])[CH2:26][CH3:27])[C:3]=2[CH:12]=[CH:11]1. (2) Reactant: [C:1]([C:4]1[N:9]=[N:8][C:7]([NH:10][C@@H:11]2[CH2:16][CH2:15][CH2:14][CH2:13][C@@H:12]2[NH:17]C(=O)OC(C)(C)C)=[CH:6][C:5]=1[NH:25][C:26]1[CH:31]=[C:30]([CH3:32])[CH:29]=[C:28]([CH2:33][CH2:34][CH3:35])[N:27]=1)(=[O:3])[NH2:2].FC(F)(F)C(O)=O. Product: [NH2:17][C@H:12]1[CH2:13][CH2:14][CH2:15][CH2:16][C@H:11]1[NH:10][C:7]1[N:8]=[N:9][C:4]([C:1]([NH2:2])=[O:3])=[C:5]([NH:25][C:26]2[CH:31]=[C:30]([CH3:32])[CH:29]=[C:28]([CH2:33][CH2:34][CH3:35])[N:27]=2)[CH:6]=1. The catalyst class is: 4.